From a dataset of Full USPTO retrosynthesis dataset with 1.9M reactions from patents (1976-2016). Predict the reactants needed to synthesize the given product. (1) The reactants are: [F:1][C:2]1[CH:3]=[C:4]([C@H:9]2[NH:14][C:13](=[O:15])[CH2:12][S:11][CH2:10]2)[CH:5]=[C:6]([F:8])[CH:7]=1.[H-].[Na+].[C:18]([O:21][CH2:22][C:23]1[CH:28]=[CH:27][CH:26]=[CH:25][CH:24]=1)(=[O:20])[CH3:19]. Given the product [F:8][C:6]1[CH:5]=[C:4]([C@@H:9]2[CH2:10][S:11][CH2:12][C:13](=[O:15])[N:14]2[CH2:19][C:18]([O:21][CH2:22][C:23]2[CH:28]=[CH:27][CH:26]=[CH:25][CH:24]=2)=[O:20])[CH:3]=[C:2]([F:1])[CH:7]=1, predict the reactants needed to synthesize it. (2) Given the product [F:39][C:38]([F:40])([F:41])[C:36]1[CH:37]=[C:32]([NH:29][C:30]([N:19]2[CH2:20][CH2:21][N:16]([C:12]3[C:11]([O:10][CH2:9][C:6]4[CH:7]=[CH:8][N:3]=[CH:4][CH:5]=4)=[N:15][S:14][N:13]=3)[CH2:17][CH2:18]2)=[O:31])[CH:33]=[C:34]([C:42]([F:45])([F:43])[F:44])[CH:35]=1, predict the reactants needed to synthesize it. The reactants are: Cl.Cl.[N:3]1[CH:8]=[CH:7][C:6]([CH2:9][O:10][C:11]2[C:12]([N:16]3[CH2:21][CH2:20][NH:19][CH2:18][CH2:17]3)=[N:13][S:14][N:15]=2)=[CH:5][CH:4]=1.C(N(CC)CC)C.[N:29]([C:32]1[CH:37]=[C:36]([C:38]([F:41])([F:40])[F:39])[CH:35]=[C:34]([C:42]([F:45])([F:44])[F:43])[CH:33]=1)=[C:30]=[O:31]. (3) Given the product [CH3:1][CH:2]1[CH2:7][CH2:6][CH2:5][CH:4]([CH3:8])[N:3]1[CH2:9][CH2:10][NH:11][C:13]1[N:14]=[N+:15]([O-:26])[C:16]2[CH:25]=[C:24]3[C:20]([CH2:21][CH2:22][CH2:23]3)=[CH:19][C:17]=2[N:18]=1, predict the reactants needed to synthesize it. The reactants are: [CH3:1][CH:2]1[CH2:7][CH2:6][CH2:5][CH:4]([CH3:8])[N:3]1[CH2:9][CH2:10][NH2:11].Cl[C:13]1[N:14]=[N+:15]([O-:26])[C:16]2[CH:25]=[C:24]3[C:20]([CH2:21][CH2:22][CH2:23]3)=[CH:19][C:17]=2[N:18]=1. (4) Given the product [Br:1][C:2]1[CH:3]=[C:4]([NH:9][S:18]([C:12]2[CH:13]=[CH:14][C:15]([F:17])=[CH:16][C:11]=2[F:10])(=[O:20])=[O:19])[C:5]([CH3:8])=[N:6][CH:7]=1, predict the reactants needed to synthesize it. The reactants are: [Br:1][C:2]1[CH:3]=[C:4]([NH2:9])[C:5]([CH3:8])=[N:6][CH:7]=1.[F:10][C:11]1[CH:16]=[C:15]([F:17])[CH:14]=[CH:13][C:12]=1[S:18](Cl)(=[O:20])=[O:19].O. (5) Given the product [CH:28]([C@H:41]1[N:46]2[CH2:47][CH2:48][CH2:49][C@H:45]2[CH2:44][N:43]([CH2:18][C:17]2[C:20]([O:24][CH3:25])=[CH:21][CH:22]=[CH:23][C:16]=2[Cl:15])[CH2:42]1)([C:29]1[CH:34]=[CH:33][CH:32]=[CH:31][CH:30]=1)[C:35]1[CH:36]=[CH:37][CH:38]=[CH:39][CH:40]=1, predict the reactants needed to synthesize it. The reactants are: C(O[BH-](OC(=O)C)OC(=O)C)(=O)C.[Na+].[Cl:15][C:16]1[CH:23]=[CH:22][CH:21]=[C:20]([O:24][CH3:25])[C:17]=1[CH:18]=O.Cl.Cl.[CH:28]([C@H:41]1[N:46]2[CH2:47][CH2:48][CH2:49][C@H:45]2[CH2:44][NH:43][CH2:42]1)([C:35]1[CH:40]=[CH:39][CH:38]=[CH:37][CH:36]=1)[C:29]1[CH:34]=[CH:33][CH:32]=[CH:31][CH:30]=1. (6) The reactants are: [F:1][C:2]1[CH:18]=[CH:17][C:5]([CH2:6][C:7]2[O:11][C:10]([CH:12]3OCC[O:13]3)=[CH:9][CH:8]=2)=[CH:4][CH:3]=1.C(O)(=O)CC(CC(O)=O)(C(O)=O)O. Given the product [F:1][C:2]1[CH:18]=[CH:17][C:5]([CH2:6][C:7]2[O:11][C:10]([CH:12]=[O:13])=[CH:9][CH:8]=2)=[CH:4][CH:3]=1, predict the reactants needed to synthesize it.